This data is from Full USPTO retrosynthesis dataset with 1.9M reactions from patents (1976-2016). The task is: Predict the reactants needed to synthesize the given product. (1) Given the product [CH2:1]([O:3][C:4](=[O:17])[C:5]1[CH:10]=[CH:9][CH:8]=[C:7]([S:11][C:12]2[C:23]3[C:22](=[CH:21][C:20]([Cl:19])=[CH:25][CH:24]=3)[NH:26][C:13]=2[CH3:14])[C:6]=1[F:16])[CH3:2], predict the reactants needed to synthesize it. The reactants are: [CH2:1]([O:3][C:4](=[O:17])[C:5]1[CH:10]=[CH:9][CH:8]=[C:7]([S:11][CH2:12][C:13](=O)[CH3:14])[C:6]=1[F:16])[CH3:2].Cl.[Cl:19][C:20]1[CH:21]=[C:22]([NH:26]N)[CH:23]=[CH:24][CH:25]=1. (2) Given the product [Cl:1][C:2]1[CH:3]=[C:4]([NH:9][C:10](=[NH:26])[NH:11][C:12]2[N:17]=[C:16]([NH:18][CH:19]3[CH2:24][CH2:23][CH2:22][N:21]([CH2:27][CH3:28])[CH2:20]3)[CH:15]=[C:14]([CH3:25])[N:13]=2)[CH:5]=[CH:6][C:7]=1[Cl:8], predict the reactants needed to synthesize it. The reactants are: [Cl:1][C:2]1[CH:3]=[C:4]([NH:9][C:10](=[NH:26])[NH:11][C:12]2[N:17]=[C:16]([NH:18][CH:19]3[CH2:24][CH2:23][CH2:22][NH:21][CH2:20]3)[CH:15]=[C:14]([CH3:25])[N:13]=2)[CH:5]=[CH:6][C:7]=1[Cl:8].[CH:27](=O)[CH3:28].[BH-](OC(C)=O)(OC(C)=O)OC(C)=O.[Na+].